From a dataset of CYP3A4 inhibition data for predicting drug metabolism from PubChem BioAssay. Regression/Classification. Given a drug SMILES string, predict its absorption, distribution, metabolism, or excretion properties. Task type varies by dataset: regression for continuous measurements (e.g., permeability, clearance, half-life) or binary classification for categorical outcomes (e.g., BBB penetration, CYP inhibition). Dataset: cyp3a4_veith. (1) The drug is CN1CCN(CCc2ccc(Cl)c(Cl)c2)CC1. The result is 0 (non-inhibitor). (2) The molecule is Fc1cc2nc(-c3ccncc3)[nH]c2cc1F. The result is 1 (inhibitor). (3) The compound is COc1cccc(OC)c1OCCCCN1CCCC1. The result is 0 (non-inhibitor). (4) The drug is C=CC[C@@H]1C=C[C@H](O/N=C(\C)CCN2CCc3nc(-c4ccccc4)c(-c4ccccc4)cc3C2)[C@H](CO)O1. The result is 1 (inhibitor). (5) The molecule is COC(=O)C1=C(C(=O)OC)C(c2cc(Cl)ccc2O)c2sc(=O)[nH]c2S1. The result is 1 (inhibitor). (6) The compound is COC(=O)N1CCC2(CCN(C(=O)Nc3cccc(F)c3)CC2)CC1. The result is 0 (non-inhibitor). (7) The molecule is O=C(NC1CCCc2ccccc21)C1CCN(S(=O)(=O)N2CCCCCC2)CC1. The result is 1 (inhibitor). (8) The compound is Cn1ncc(C#N)c1/N=C/N1CCCCCC1. The result is 0 (non-inhibitor).